Dataset: Full USPTO retrosynthesis dataset with 1.9M reactions from patents (1976-2016). Task: Predict the reactants needed to synthesize the given product. (1) Given the product [N:12]1[C:13]2[C:8](=[CH:7][C:6]([CH2:5][C:4]([OH:16])=[O:3])=[CH:15][CH:14]=2)[N:9]=[CH:10][CH:11]=1, predict the reactants needed to synthesize it. The reactants are: C([O:3][C:4](=[O:16])[CH2:5][C:6]1[CH:7]=[C:8]2[C:13](=[CH:14][CH:15]=1)[N:12]=[CH:11][CH:10]=[N:9]2)C.[OH-].[Li+]. (2) The reactants are: C(Cl)C=C.FC(F)(F)C(O)=O.Br[C:13]1[S:14][CH:15]=[C:16]([CH3:18])[N:17]=1.II.[Cl:21][C:22]1[CH:27]=[CH:26][CH:25]=[C:24]([Cl:28])[C:23]=1[C:29]1[N:30]([C:35]2[CH:40]=[CH:39][C:38]([C:41]3[CH:46]=[CH:45][CH:44]=[C:43]([S:47]([CH3:50])(=[O:49])=[O:48])[CH:42]=3)=[CH:37][CH:36]=2)[CH:31]=[C:32](I)[N:33]=1. Given the product [Cl:28][C:24]1[CH:25]=[CH:26][CH:27]=[C:22]([Cl:21])[C:23]=1[C:29]1[N:30]([C:35]2[CH:36]=[CH:37][C:38]([C:41]3[CH:46]=[CH:45][CH:44]=[C:43]([S:47]([CH3:50])(=[O:49])=[O:48])[CH:42]=3)=[CH:39][CH:40]=2)[CH:31]=[C:32]([C:13]2[S:14][CH:15]=[C:16]([CH3:18])[N:17]=2)[N:33]=1, predict the reactants needed to synthesize it. (3) Given the product [Br:1][C:2]1[CH:7]=[CH:6][N:5]=[C:4]([C:8]2([S:9]([CH3:12])(=[O:10])=[O:11])[CH2:15][CH2:14]2)[CH:3]=1, predict the reactants needed to synthesize it. The reactants are: [Br:1][C:2]1[CH:7]=[CH:6][N:5]=[C:4]([CH2:8][S:9]([CH3:12])(=[O:11])=[O:10])[CH:3]=1.Br[CH2:14][CH2:15]Br. (4) Given the product [OH:16][CH2:15][C:4]1[CH:5]=[C:6]2[CH:10]=[C:9]([Si:11]([CH3:14])([CH3:13])[CH3:12])[O:8][C:7]2=[CH:2][N:3]=1, predict the reactants needed to synthesize it. The reactants are: Cl[C:2]1[N:3]=[C:4]([CH2:15][OH:16])[CH:5]=[C:6]2[CH:10]=[C:9]([Si:11]([CH3:14])([CH3:13])[CH3:12])[O:8][C:7]=12.C1CCCCC=1.